Dataset: Reaction yield outcomes from USPTO patents with 853,638 reactions. Task: Predict the reaction yield, written as a fraction of the theoretical maximum amount of product (1.0 means a 100% yield; for example, 0.34 means a 34% yield). (1) The reactants are Cl[C:2]1[C:7]([F:8])=[C:6]([Cl:9])[N:5]=[CH:4][N:3]=1.[Si:10]([O:17][C@@H:18]1[C@H:22]([CH2:23][O:24][Si:25]([C:28]([CH3:31])([CH3:30])[CH3:29])([CH3:27])[CH3:26])[CH2:21][C@@H:20]([NH2:32])[CH2:19]1)([C:13]([CH3:16])([CH3:15])[CH3:14])([CH3:12])[CH3:11].C(N(CC)CC)C. The product is [Si:10]([O:17][C@@H:18]1[C@H:22]([CH2:23][O:24][Si:25]([C:28]([CH3:31])([CH3:30])[CH3:29])([CH3:26])[CH3:27])[CH2:21][C@@H:20]([NH:32][C:2]2[C:7]([F:8])=[C:6]([Cl:9])[N:5]=[CH:4][N:3]=2)[CH2:19]1)([C:13]([CH3:16])([CH3:15])[CH3:14])([CH3:12])[CH3:11]. The catalyst is C(O)C. The yield is 0.700. (2) The yield is 0.480. The product is [N:8]1[CH:9]=[CH:10][CH:11]=[CH:12][C:7]=1[C:19]1([OH:26])[CH2:20][CH2:21][C:16]2([O:23][CH2:13][CH2:14][O:15]2)[CH2:17][CH2:18]1. The reactants are C([Li])CCC.Br[C:7]1[CH:12]=[CH:11][CH:10]=[CH:9][N:8]=1.[CH2:13]1[O:23][C:16]2([CH2:21][CH2:20][CH2:19][CH2:18][C:17]2=O)[O:15][CH2:14]1.CC[O:26]CC. The catalyst is O1CCCC1. (3) The reactants are N12CCCN=C1CCCCC2.Cl.[NH2:13][CH2:14][C:15]1[CH:23]=[CH:22][CH:21]=[C:20]2[C:16]=1[C:17](=[O:33])[N:18]([CH:25]1[CH2:30][CH2:29][C:28](=[O:31])[NH:27][C:26]1=[O:32])[C:19]2=[O:24].ON1C2C=CC=CC=2N=N1.[C:44]([NH:51][CH2:52][CH2:53][C:54](O)=[O:55])([O:46][C:47]([CH3:50])([CH3:49])[CH3:48])=[O:45].Cl.CN(C)CCCN=C=NCC. The catalyst is CC#N. The yield is 0.670. The product is [C:47]([O:46][C:44]([NH:51][CH2:52][CH2:53][C:54]([NH:13][CH2:14][C:15]1[CH:23]=[CH:22][CH:21]=[C:20]2[C:16]=1[C:17](=[O:33])[N:18]([CH:25]1[CH2:30][CH2:29][C:28](=[O:31])[NH:27][C:26]1=[O:32])[C:19]2=[O:24])=[O:55])=[O:45])([CH3:50])([CH3:49])[CH3:48]. (4) The reactants are [N:1]1[C:10]2[C:5](=[CH:6][CH:7]=[CH:8][CH:9]=2)[C:4]([O:11][C@H:12]2[CH2:17][CH2:16][C@H:15]([CH:18]([CH2:22][CH3:23])C(O)=O)[CH2:14][CH2:13]2)=[CH:3][CH:2]=1.P([N:40]=[N+]=[N-])(=O)(OC1C=CC=CC=1)OC1C=CC=CC=1.[Li+].[OH-].Cl. The catalyst is C1(C)C=CC=CC=1.O. The product is [N:1]1[C:10]2[C:5](=[CH:6][CH:7]=[CH:8][CH:9]=2)[C:4]([O:11][C@H:12]2[CH2:17][CH2:16][C@H:15]([CH:18]([NH2:40])[CH2:22][CH3:23])[CH2:14][CH2:13]2)=[CH:3][CH:2]=1. The yield is 0.203.